From a dataset of Forward reaction prediction with 1.9M reactions from USPTO patents (1976-2016). Predict the product of the given reaction. (1) The product is: [CH:1]1([CH2:29][C:28]([OH:38])=[O:27])[C:2]2[C:3](=[CH:4][CH:5]=[CH:6][CH:7]=2)[CH2:10][CH2:9][O:8]1. Given the reactants [CH2:1]([O:8][C:9](=O)/[CH:10]=C(/C1C=CC=CN=1)\C)[C:2]1[CH:7]=[CH:6][CH:5]=[CH:4][CH:3]=1.C([O:27][C:28](=[O:38])/[CH:29]=C(\C1C=CC=CN=1)/C)C1C=CC=CC=1, predict the reaction product. (2) Given the reactants [CH2:1]([O:8][C@H](C)[C@H](NC(OCC1C2C=CC=CC=2C2C1=CC=CC=2)=O)C(O)=O)C1C=CC=CC=1.N[C@@H]([C@H](C1C=CC=CC=1)C)C(NC1C=CC(I)=CC=1F)=O.[NH2:54][C@@H:55]([C@H:72]([C:74]1[CH:79]=[CH:78][CH:77]=[CH:76][CH:75]=1)[CH3:73])[C:56]([NH:58][C:59]1[CH:64]=[CH:63][C:62]([C:65]#[C:66][Si](C)(C)C)=[CH:61][C:60]=1[F:71])=[O:57].[NH2:80][C@H:81]([C:105]1[CH:110]=[CH:109][C:108]([O:111][CH2:112][C@H:113]([OH:116])CO)=[CH:107][CH:106]=1)[C:82](N[C@@H]([C@H](C1C=CC=CC=1)C)C(NC1C=CC(I)=CC=1Cl)=O)=[O:83], predict the reaction product. The product is: [C:65]([C:62]1[CH:63]=[CH:64][C:59]([NH:58][C:56](=[O:57])[CH:55]([N:54]2[C:82](=[O:83])[C@@H:81]([C:105]3[CH:106]=[CH:107][C:108]([O:111][CH2:112][CH2:113][OH:116])=[CH:109][CH:110]=3)[NH:80][C:1]2=[O:8])[C@H:72]([C:74]2[CH:79]=[CH:78][CH:77]=[CH:76][CH:75]=2)[CH3:73])=[C:60]([F:71])[CH:61]=1)#[CH:66]. (3) Given the reactants [CH3:1][C:2]1[N:11]=[CH:10][C:9]([C:12]2[CH:17]=[CH:16][C:15]([C:18]3[CH:19]=[N:20][N:21]([CH3:23])[CH:22]=3)=[CH:14][CH:13]=2)=[C:8]2[C:3]=1[CH:4]=[CH:5][C:6](=O)[NH:7]2.P(Cl)(Cl)([Cl:27])=O, predict the reaction product. The product is: [Cl:27][C:6]1[CH:5]=[CH:4][C:3]2[C:8](=[C:9]([C:12]3[CH:17]=[CH:16][C:15]([C:18]4[CH:19]=[N:20][N:21]([CH3:23])[CH:22]=4)=[CH:14][CH:13]=3)[CH:10]=[N:11][C:2]=2[CH3:1])[N:7]=1. (4) Given the reactants C[O:2][C:3](=[O:24])[C:4]1[CH:9]=[CH:8][C:7]([S:10][C:11]2[CH:16]=[CH:15][C:14]([CH2:17][N:18]3[CH2:23][CH2:22][O:21][CH2:20][CH2:19]3)=[CH:13][CH:12]=2)=[CH:6][CH:5]=1.Cl, predict the reaction product. The product is: [N:18]1([CH2:17][C:14]2[CH:15]=[CH:16][C:11]([S:10][C:7]3[CH:6]=[CH:5][C:4]([C:3]([OH:24])=[O:2])=[CH:9][CH:8]=3)=[CH:12][CH:13]=2)[CH2:23][CH2:22][O:21][CH2:20][CH2:19]1.